Dataset: Peptide-MHC class I binding affinity with 185,985 pairs from IEDB/IMGT. Task: Regression. Given a peptide amino acid sequence and an MHC pseudo amino acid sequence, predict their binding affinity value. This is MHC class I binding data. (1) The peptide sequence is SIILANERY. The MHC is HLA-A03:01 with pseudo-sequence HLA-A03:01. The binding affinity (normalized) is 0. (2) The MHC is Mamu-A02 with pseudo-sequence Mamu-A02. The binding affinity (normalized) is 0.987. The peptide sequence is GTENLKSLY. (3) The peptide sequence is LLRRRPYPL. The MHC is HLA-A02:03 with pseudo-sequence HLA-A02:03. The binding affinity (normalized) is 0.898.